From a dataset of Forward reaction prediction with 1.9M reactions from USPTO patents (1976-2016). Predict the product of the given reaction. (1) Given the reactants [CH2:1]([CH:3]([N:6]1[C:10]2[CH:11]=[CH:12][C:13]([C:15]([OH:17])=[O:16])=[CH:14][C:9]=2[N:8]=[C:7]1[CH2:18][C:19]1[O:20][CH:21]=[CH:22][CH:23]=1)[CH2:4][CH3:5])[CH3:2], predict the reaction product. The product is: [CH2:1]([CH:3]([N:6]1[C:10]2[CH:11]=[CH:12][C:13]([C:15]([OH:17])=[O:16])=[CH:14][C:9]=2[N:8]=[C:7]1[CH2:18][CH:19]1[CH2:23][CH2:22][CH2:21][O:20]1)[CH2:4][CH3:5])[CH3:2]. (2) The product is: [C:1]([O:5][C:6](=[O:21])[NH:7][C:8]1[CH:13]=[C:12]([O:14][CH3:15])[C:11]([C:16]([F:19])([F:18])[F:17])=[CH:10][C:9]=1[NH:20][C:27](=[O:28])[CH2:26][C:25](=[O:24])[C:30]1[CH:35]=[CH:34][CH:33]=[C:32]([N:36]2[CH:40]=[CH:39][N:38]=[N:37]2)[CH:31]=1)([CH3:4])([CH3:2])[CH3:3]. Given the reactants [C:1]([O:5][C:6](=[O:21])[NH:7][C:8]1[CH:13]=[C:12]([O:14][CH3:15])[C:11]([C:16]([F:19])([F:18])[F:17])=[CH:10][C:9]=1[NH2:20])([CH3:4])([CH3:3])[CH3:2].CC1(C)[O:28][C:27](=O)[CH:26]=[C:25]([C:30]2[CH:35]=[CH:34][CH:33]=[C:32]([N:36]3[CH:40]=[CH:39][N:38]=[N:37]3)[CH:31]=2)[O:24]1, predict the reaction product. (3) Given the reactants Br[C:2]1[CH:3]=[C:4]([Cl:25])[C:5]([C:8]2([CH2:11][NH:12][C:13](=[O:24])[C:14]3[CH:19]=[CH:18][CH:17]=[CH:16][C:15]=3[C:20]([F:23])([F:22])[F:21])[CH2:10][CH2:9]2)=[N:6][CH:7]=1.[CH:26]1([B-](F)(F)F)[CH2:28][CH2:27]1.[K+].C(=O)([O-])[O-].[Cs+].[Cs+], predict the reaction product. The product is: [Cl:25][C:4]1[C:5]([C:8]2([CH2:11][NH:12][C:13](=[O:24])[C:14]3[CH:19]=[CH:18][CH:17]=[CH:16][C:15]=3[C:20]([F:23])([F:22])[F:21])[CH2:10][CH2:9]2)=[N:6][CH:7]=[C:2]([CH:26]2[CH2:28][CH2:27]2)[CH:3]=1. (4) Given the reactants C([O-])(=O)C[CH2:3][C@H:4]([NH:8][C:9]([C:11]1[CH:30]=[CH:29][C:14]([NH:15][CH2:16][C:17]2[N:28]=[C:27]3[C:20]([N:21]=[C:22]([NH:24][C:25]3=[O:26])[NH2:23])=[N:19][CH:18]=2)=[CH:13][CH:12]=1)=[O:10])[C:5]([OH:7])=[O:6].CC[C@@]1(O)CN2C[C@H](C[C@](C(OC)=O)(C3C=C4[C@]56[C@@H]7[C@](CC)([C@@H](O)[C@](O)(C(NNC(OCCS[S:85][CH2:86][C@H:87]([NH:91][C:92]([C@@H:94]([NH:99][C:100]([C@@H:102]([NH:107]C([C@@H](NC([C@@H](NC(CC[C@H](NC(C8C=CC(NCC9C=NC%10NC(N)=NC(=O)C=%10N=9)=CC=8)=O)C(O)=O)=O)CC(O)=O)=O)CCCNC(N)=N)=O)[CH2:103]C(O)=O)=[O:101])[CH2:95][C:96]([OH:98])=[O:97])=[O:93])[C:88]([OH:90])=[O:89])=O)=O)[C@@H]5N(C)C4=CC=3OC)C=CCN7CC6)C3NC4C=CC=CC=4C=3CC2)C1, predict the reaction product. The product is: [CH:30]1[C:11]([C:9]([NH:8][C@@H:4]([C:5]([OH:7])=[O:6])[CH2:3][CH2:11][C:9]([NH:8][CH2:103][C@H:102]([NH2:107])[C:100]([NH:99][C@H:94]([C:92]([NH:91][C@H:87]([C:88]([OH:90])=[O:89])[CH2:86][SH:85])=[O:93])[CH2:95][C:96]([OH:98])=[O:97])=[O:101])=[O:10])=[O:10])=[CH:12][CH:13]=[C:14]([NH:15][CH2:16][C:17]2[N:28]=[C:27]3[C:25]([N:24]=[C:22]([NH2:23])[NH:21][C:20]3=[N:19][CH:18]=2)=[O:26])[CH:29]=1. (5) The product is: [CH3:24][C:2]1([CH3:1])[C:12]2[C:7](=[CH:8][CH:9]=[C:10]([CH:13]([CH2:19][CH2:20][CH2:21][CH2:22][CH3:23])[C:14]([O:16][CH2:17][CH3:18])=[O:15])[CH:11]=2)[NH:6][C:4](=[O:5])[CH2:3]1. Given the reactants [CH3:1][C:2]([CH3:24])=[CH:3][C:4]([NH:6][C:7]1[CH:12]=[CH:11][C:10]([CH:13]([CH2:19][CH2:20][CH2:21][CH2:22][CH3:23])[C:14]([O:16][CH2:17][CH3:18])=[O:15])=[CH:9][CH:8]=1)=[O:5].[Cl-].[Al+3].[Cl-].[Cl-].O, predict the reaction product.